This data is from Full USPTO retrosynthesis dataset with 1.9M reactions from patents (1976-2016). The task is: Predict the reactants needed to synthesize the given product. Given the product [CH2:14]([O:15][CH2:3][C:4]1[CH:9]=[CH:8][CH:7]=[CH:6][CH:5]=1)[CH:13]=[CH2:12], predict the reactants needed to synthesize it. The reactants are: [H-].[Na+].[CH2:3](Br)[C:4]1[CH:9]=[CH:8][CH:7]=[CH:6][CH:5]=1.O.[CH2:12]1C[O:15][CH2:14][CH2:13]1.